Dataset: Reaction yield outcomes from USPTO patents with 853,638 reactions. Task: Predict the reaction yield, written as a fraction of the theoretical maximum amount of product (1.0 means a 100% yield; for example, 0.34 means a 34% yield). (1) The reactants are [CH2:1]([Cl:3])Cl.[Li]CCCC.C(OC([B:19]([OH:21])[OH:20])C)C1C=CC=CC=1.[C:22]12([OH:33])[CH2:30][CH:26]([C:27]1([CH3:29])[CH3:28])[CH2:25][CH2:24][C:23]2([OH:32])[CH3:31].C1C[O:37][CH2:36][CH2:35]1. The catalyst is CCOCC.[Cl-].[Zn+2].[Cl-]. The product is [CH2:27]([O:37][CH:36]([CH3:35])[CH:1]([B:19]([OH:21])[OH:20])[Cl:3])[C:22]1[CH:23]=[CH:24][CH:25]=[CH:26][CH:30]=1.[C:22]12([OH:33])[CH2:30][CH:26]([C:27]1([CH3:29])[CH3:28])[CH2:25][CH2:24][C:23]2([OH:32])[CH3:31]. The yield is 0.510. (2) The reactants are C[Mg+].[Br-].CCOCC.[CH:9]([NH:12][CH:13]([CH3:15])[CH3:14])([CH3:11])[CH3:10].[C:16](#[N:23])[C:17]1[CH:22]=[CH:21][CH:20]=[CH:19][CH:18]=1. The catalyst is C1(C)C=CC=CC=1. The product is [CH:9]([N:12]([CH:13]([CH3:15])[CH3:14])[C:16](=[NH:23])[C:17]1[CH:22]=[CH:21][CH:20]=[CH:19][CH:18]=1)([CH3:11])[CH3:10]. The yield is 0.500. (3) The reactants are [CH:1]1[C:13]2[NH:12][C:11]3[C:6](=[CH:7][CH:8]=[CH:9][CH:10]=3)[C:5]=2[CH:4]=[CH:3][CH:2]=1.Br[C:15]1[C:20]2[S:21][C:22]3[CH:27]=[CH:26][CH:25]=[CH:24][C:23]=3[C:19]=2[CH:18]=[CH:17][CH:16]=1.CC([O-])(C)C.[Na+].ClCCl. The catalyst is C1(C)C(C)=CC=CC=1.C1C=CC(/C=C/C(/C=C/C2C=CC=CC=2)=O)=CC=1.C1C=CC(/C=C/C(/C=C/C2C=CC=CC=2)=O)=CC=1.C1C=CC(/C=C/C(/C=C/C2C=CC=CC=2)=O)=CC=1.[Pd].[Pd].C1(P(C2CCCCC2)C2C=CC=CC=2C2C(OC)=CC=CC=2OC)CCCCC1. The product is [CH:18]1[C:19]2[C:23]3[CH:24]=[CH:25][CH:26]=[CH:27][C:22]=3[S:21][C:20]=2[C:15]([N:12]2[C:11]3[CH:10]=[CH:9][CH:8]=[CH:7][C:6]=3[C:5]3[C:13]2=[CH:1][CH:2]=[CH:3][CH:4]=3)=[CH:16][CH:17]=1. The yield is 0.478. (4) The reactants are [NH2:1][C:2]1[CH:7]=[CH:6][C:5]([O:8][C:9]2[CH:14]=[CH:13][CH:12]=[CH:11][CH:10]=2)=[CH:4][C:3]=1[S:15]([NH2:18])(=[O:17])=[O:16].[Br:19][C:20]1[CH:21]=[C:22]([S:26](Cl)(=[O:28])=[O:27])[CH:23]=[CH:24][CH:25]=1. The catalyst is N1C=CC=CC=1. The product is [Br:19][C:20]1[CH:21]=[C:22]([S:26]([NH:1][C:2]2[CH:7]=[CH:6][C:5]([O:8][C:9]3[CH:10]=[CH:11][CH:12]=[CH:13][CH:14]=3)=[CH:4][C:3]=2[S:15]([NH2:18])(=[O:16])=[O:17])(=[O:28])=[O:27])[CH:23]=[CH:24][CH:25]=1. The yield is 0.720. (5) The reactants are [CH3:1][NH2:2].[Cl:3][C:4]1[C:5]([O:12][CH2:13][CH2:14][CH3:15])=[C:6]([CH:9]=[CH:10][CH:11]=1)[CH:7]=O.[BH4-].[Na+]. The catalyst is CO. The product is [Cl:3][C:4]1[C:5]([O:12][CH2:13][CH2:14][CH3:15])=[C:6]([CH:9]=[CH:10][CH:11]=1)[CH2:7][CH2:1][NH2:2]. The yield is 0.960. (6) The reactants are [F:1][C:2]1[CH:10]=[CH:9][C:5]([C:6]([OH:8])=[O:7])=[C:4]([OH:11])[CH:3]=1.[Br:12]N1C(=O)CCC1=O. The catalyst is CN(C)C=O.C(OCC)(=O)C. The product is [Br:12][C:10]1[C:2]([F:1])=[CH:3][C:4]([OH:11])=[C:5]([CH:9]=1)[C:6]([OH:8])=[O:7]. The yield is 0.960.